Dataset: Reaction yield outcomes from USPTO patents with 853,638 reactions. Task: Predict the reaction yield, written as a fraction of the theoretical maximum amount of product (1.0 means a 100% yield; for example, 0.34 means a 34% yield). (1) The reactants are [N+:1]([C:4]1[CH:11]=[C:10]([C:12]([F:15])([F:14])[F:13])[C:9]([O:16][CH2:17][C:18]([F:21])([F:20])[F:19])=[CH:8][C:5]=1[C:6]#[N:7])([O-])=O. The catalyst is CO.Cl.[Fe]. The product is [NH2:1][C:4]1[CH:11]=[C:10]([C:12]([F:14])([F:15])[F:13])[C:9]([O:16][CH2:17][C:18]([F:19])([F:20])[F:21])=[CH:8][C:5]=1[C:6]#[N:7]. The yield is 0.840. (2) The reactants are [CH2:1]([O:8][C:9]1[CH:14]=[CH:13][N:12]([C:15]2[CH:16]=[CH:17][C:18]3[C:19]4[CH2:28][N:27]([C:29](=[O:32])[CH2:30][Cl:31])[CH2:26][CH2:25][C:20]=4[N:21]([CH3:24])[C:22]=3[CH:23]=2)[C:11](=[O:33])[CH:10]=1)[C:2]1[CH:7]=[CH:6][CH:5]=[CH:4][CH:3]=1.[NH:34]1[CH2:38][CH2:37][CH2:36][CH2:35]1. The catalyst is CC#N. The product is [ClH:31].[ClH:31].[CH2:1]([O:8][C:9]1[CH:14]=[CH:13][N:12]([C:15]2[CH:16]=[CH:17][C:18]3[C:19]4[CH2:28][N:27]([C:29](=[O:32])[CH2:30][N:34]5[CH2:38][CH2:37][CH2:36][CH2:35]5)[CH2:26][CH2:25][C:20]=4[N:21]([CH3:24])[C:22]=3[CH:23]=2)[C:11](=[O:33])[CH:10]=1)[C:2]1[CH:7]=[CH:6][CH:5]=[CH:4][CH:3]=1. The yield is 0.970. (3) The catalyst is O. The reactants are [Na].[F:2][C:3]([F:7])([F:6])[CH2:4][OH:5].[NH2:8][C:9]1[C:14]([CH3:15])=[CH:13][N:12]=[C:11](Cl)[N:10]=1. The yield is 1.00. The product is [CH3:15][C:14]1[C:9]([NH2:8])=[N:10][C:11]([O:5][CH2:4][C:3]([F:7])([F:6])[F:2])=[N:12][CH:13]=1. (4) The reactants are F[C:2]1[N:9]=[CH:8][CH:7]=[CH:6][C:3]=1[C:4]#[N:5].[CH3:10][N:11]1[CH2:16][CH2:15][CH:14]([OH:17])[CH2:13][CH2:12]1.[H-].[Na+].O. The catalyst is CN(C)C=O. The product is [CH3:10][N:11]1[CH2:16][CH2:15][CH:14]([O:17][C:2]2[N:9]=[CH:8][CH:7]=[CH:6][C:3]=2[C:4]#[N:5])[CH2:13][CH2:12]1. The yield is 0.290. (5) The reactants are [F:1][C:2]1[CH:3]=[C:4]([C:21]2[CH:22]=[N:23][N:24]3[CH:29]=[CH:28][C:27]([N:30]4[C@@H:34]([C:35]5[CH:40]=[CH:39][C:38]([F:41])=[CH:37][N:36]=5)[CH2:33][O:32][C:31]4=[O:42])=[N:26][C:25]=23)[CH:5]=[CH:6][C:7]=1[C:8]1[N:12]=[CH:11][N:10](COCC[Si](C)(C)C)[N:9]=1. The catalyst is C(O)(C(F)(F)F)=O. The product is [F:1][C:2]1[CH:3]=[C:4]([C:21]2[CH:22]=[N:23][N:24]3[CH:29]=[CH:28][C:27]([N:30]4[C@@H:34]([C:35]5[CH:40]=[CH:39][C:38]([F:41])=[CH:37][N:36]=5)[CH2:33][O:32][C:31]4=[O:42])=[N:26][C:25]=23)[CH:5]=[CH:6][C:7]=1[C:8]1[N:12]=[CH:11][NH:10][N:9]=1. The yield is 0.750. (6) The catalyst is CN(C=O)C. The reactants are [CH:1]1([CH2:4][N:5]([CH3:22])[CH2:6][CH2:7][N:8]2[CH:12]=[C:11]([C:13]3[CH:18]=[C:17]([C:19]([OH:21])=O)[CH:16]=[CH:15][N:14]=3)[N:10]=[CH:9]2)[CH2:3][CH2:2]1.[N:23]#[C:24][NH2:25].CN(C(ON1N=NC2C=CC=NC1=2)=[N+](C)C)C.F[P-](F)(F)(F)(F)F. The yield is 0.600. The product is [C:24]([NH:25][C:19]([C:17]1[CH:16]=[CH:15][N:14]=[C:13]([C:11]2[N:10]=[CH:9][N:8]([CH2:7][CH2:6][N:5]([CH2:4][CH:1]3[CH2:2][CH2:3]3)[CH3:22])[CH:12]=2)[CH:18]=1)=[O:21])#[N:23].